This data is from Aqueous solubility values for 9,982 compounds from the AqSolDB database. The task is: Regression/Classification. Given a drug SMILES string, predict its absorption, distribution, metabolism, or excretion properties. Task type varies by dataset: regression for continuous measurements (e.g., permeability, clearance, half-life) or binary classification for categorical outcomes (e.g., BBB penetration, CYP inhibition). For this dataset (solubility_aqsoldb), we predict Y. (1) The drug is CC(C)(C)C(=O)C1C(=O)c2ccccc2C1=O. The Y is -4.11 log mol/L. (2) The Y is -3.70 log mol/L. The drug is CC(C)(C)C(=O)C(Oc1ccc(Cl)cc1)n1ccnc1. (3) The molecule is CCC(=O)n1cnc2c1c(=O)n(C)c(=O)n2C. The Y is -1.10 log mol/L. (4) The drug is N=C(N)NCC(=O)O. The Y is -1.51 log mol/L. (5) The Y is -4.76 log mol/L. The drug is CCCCC(=O)OC1CCC2(C)C(=CCC3C4CCC(=O)C4(C)CCC32)C1.